From a dataset of Reaction yield outcomes from USPTO patents with 853,638 reactions. Predict the reaction yield, written as a fraction of the theoretical maximum amount of product (1.0 means a 100% yield; for example, 0.34 means a 34% yield). (1) The reactants are [Cl:1][C:2]1[C:3]([O:20][CH3:21])=[C:4]([C:8]([CH3:19])([CH3:18])[CH2:9][C:10]([OH:17])([C:13]([F:16])([F:15])[F:14])[CH:11]=O)[CH:5]=[CH:6][CH:7]=1.[NH2:22][C:23]1[CH:31]=[CH:30][CH:29]=[C:28]2[C:24]=1[CH:25]=[N:26][NH:27]2. The catalyst is C(O)(=O)C. The product is [F:14][C:13]([F:15])([F:16])[C:10]([CH:11]=[N:22][C:23]1[CH:31]=[CH:30][CH:29]=[C:28]2[C:24]=1[CH:25]=[N:26][NH:27]2)([OH:17])[CH2:9][C:8]([C:4]1[CH:5]=[CH:6][CH:7]=[C:2]([Cl:1])[C:3]=1[O:20][CH3:21])([CH3:19])[CH3:18]. The yield is 0.741. (2) The reactants are C(OC(N=NC(OCC)=O)=O)C.[CH3:13][O:14][C:15](=[O:23])[C:16]1[CH:21]=[CH:20][C:19]([OH:22])=[CH:18][CH:17]=1.C1(P(C2C=CC=CC=2)C2C=CC=CC=2)C=CC=CC=1.[CH2:43]([O:50][CH2:51][CH2:52][CH2:53][CH2:54]O)[C:44]1[CH:49]=[CH:48][CH:47]=[CH:46][CH:45]=1. The catalyst is O1CCCC1.CCCCCC.C1(P(C2C=CC=CC=2)C2C=CC=CC=2)C=CC=CC=1. The product is [CH3:13][O:14][C:15](=[O:23])[C:16]1[CH:21]=[CH:20][C:19]([O:22][CH2:54][CH2:53][CH2:52][CH2:51][O:50][CH2:43][C:44]2[CH:49]=[CH:48][CH:47]=[CH:46][CH:45]=2)=[CH:18][CH:17]=1. The yield is 0.924. (3) The reactants are [CH2:1]([O:3][P:4]([CH2:9][CH2:10][C@@:11]1([NH:30]C(=O)OC(C)(C)C)[CH2:15][CH2:14][C@H:13]([C:16]2[CH:21]=[CH:20][C:19]([CH2:22][CH2:23][CH2:24][CH2:25][CH2:26][CH2:27][CH2:28][CH3:29])=[CH:18][CH:17]=2)[CH2:12]1)([O:6][CH2:7][CH3:8])=[O:5])[CH3:2].C(O)(C(F)(F)F)=O.CCCCCCC. The catalyst is ClCCl. The product is [NH2:30][C@:11]1([CH2:10][CH2:9][P:4](=[O:5])([O:3][CH2:1][CH3:2])[O:6][CH2:7][CH3:8])[CH2:15][CH2:14][C@H:13]([C:16]2[CH:21]=[CH:20][C:19]([CH2:22][CH2:23][CH2:24][CH2:25][CH2:26][CH2:27][CH2:28][CH3:29])=[CH:18][CH:17]=2)[CH2:12]1. The yield is 0.484. (4) The reactants are [CH3:1][C:2]1[N:6]=[CH:5][NH:4][N:3]=1.Cl[C:8]1[CH:15]=[CH:14][C:13]([N+:16]([O-:18])=[O:17])=[CH:12][C:9]=1[C:10]#[N:11].C(=O)([O-])[O-].[K+].[K+].O. The catalyst is C(#N)C. The product is [CH3:1][C:2]1[N:6]=[CH:5][N:4]([C:8]2[CH:15]=[CH:14][C:13]([N+:16]([O-:18])=[O:17])=[CH:12][C:9]=2[C:10]#[N:11])[N:3]=1. The yield is 0.580. (5) The reactants are Br[C:2]1[CH:7]=[CH:6][C:5]([C:8]2[CH2:12][C:11]([C:17]3[CH:22]=[C:21]([Cl:23])[CH:20]=[C:19]([Cl:24])[CH:18]=3)([C:13]([F:16])([F:15])[F:14])[O:10][N:9]=2)=[CH:4][C:3]=1[CH3:25].[C:26]([Li])([CH3:29])([CH3:28])[CH3:27].[Mg+2].[Br-].[Br-].[CH:34](=[O:39])CCCC.[NH4+].[Cl-]. The catalyst is CCOCC.CCCCC. The product is [Cl:24][C:19]1[CH:18]=[C:17]([C:11]2([C:13]([F:16])([F:15])[F:14])[O:10][N:9]=[C:8]([C:5]3[CH:6]=[CH:7][C:2]([CH:34]([OH:39])[CH2:27][CH:26]([CH3:29])[CH3:28])=[C:3]([CH3:25])[CH:4]=3)[CH2:12]2)[CH:22]=[C:21]([Cl:23])[CH:20]=1. The yield is 0.450. (6) The reactants are [F:1][C:2]([F:20])([F:19])[O:3][C:4]1[CH:9]=[CH:8][C:7]([C:10]2[CH:18]=[CH:17][CH:16]=[C:15]3[C:11]=2[CH:12]=[CH:13][NH:14]3)=[CH:6][CH:5]=1.[Br-].[Br-].[Br-].[NH+]1C=CC=CC=1.[NH+]1C=CC=CC=1.[NH+]1C=CC=CC=1.C(O)(=[O:44])C. The catalyst is CC(O)(C)C.C(O)C.C(O)(=O)C.[Zn]. The product is [F:20][C:2]([F:1])([F:19])[O:3][C:4]1[CH:5]=[CH:6][C:7]([C:10]2[CH:18]=[CH:17][CH:16]=[C:15]3[C:11]=2[CH2:12][C:13](=[O:44])[NH:14]3)=[CH:8][CH:9]=1. The yield is 0.390.